Predict the reaction yield, written as a fraction of the theoretical maximum amount of product (1.0 means a 100% yield; for example, 0.34 means a 34% yield). From a dataset of Reaction yield outcomes from USPTO patents with 853,638 reactions. (1) The reactants are [CH2:1]([N:8]1[C:13](=[O:14])[C:12]([C:15](O)=[O:16])=[C:11]([CH3:18])[N:10]=[C:9]1[C@@:19]([N:23]([CH2:33][CH2:34][CH2:35][NH:36]C(OC(C)(C)C)=O)[C:24]([C:26]1[CH:31]=[CH:30][C:29]([CH3:32])=[CH:28][CH:27]=1)=[O:25])([CH3:22])[CH2:20][CH3:21])[C:2]1[CH:7]=[CH:6][CH:5]=[CH:4][CH:3]=1.C(Cl)CCl.C1C=CC2N(O)N=NC=2C=1.[CH2:58]([NH2:60])[CH3:59].C(O)(C(F)(F)F)=O. The catalyst is C(Cl)Cl.C1COCC1. The product is [CH2:58]([NH:60][C:15]([C:12]1[C:13](=[O:14])[N:8]([CH2:1][C:2]2[CH:3]=[CH:4][CH:5]=[CH:6][CH:7]=2)[C:9]([C@@:19]([N:23]([CH2:33][CH2:34][CH2:35][NH2:36])[C:24]([C:26]2[CH:31]=[CH:30][C:29]([CH3:32])=[CH:28][CH:27]=2)=[O:25])([CH3:22])[CH2:20][CH3:21])=[N:10][C:11]=1[CH3:18])=[O:16])[CH3:59]. The yield is 0.530. (2) The reactants are [CH2:1]([C:3]1[CH:4]=[CH:5][C:6]([CH:9]=O)=[N:7][CH:8]=1)[CH3:2].[NH2:11][C:12]1[N:13]=[N:14][C:15]([CH3:18])=[CH:16][CH:17]=1.C([O:21][C:22](=O)[C:23]([OH:36])=[CH:24][C:25]([C:27]1[CH:32]=[CH:31][C:30]([CH:33]([CH3:35])[CH3:34])=[CH:29][CH:28]=1)=[O:26])C. No catalyst specified. The product is [CH2:1]([C:3]1[CH:4]=[CH:5][C:6]([CH:9]2[N:11]([C:12]3[N:13]=[N:14][C:15]([CH3:18])=[CH:16][CH:17]=3)[C:22](=[O:21])[C:23]([OH:36])=[C:24]2[C:25](=[O:26])[C:27]2[CH:28]=[CH:29][C:30]([CH:33]([CH3:34])[CH3:35])=[CH:31][CH:32]=2)=[N:7][CH:8]=1)[CH3:2]. The yield is 0.370. (3) The reactants are [CH3:1][O:2][C:3]1[CH:4]=[CH:5][C:6]([N+:10]([O-:12])=[O:11])=[C:7]([CH:9]=1)[NH2:8].[Br:13][C:14]1[CH:21]=[C:20]([F:22])[C:17]([CH2:18]N)=[C:16]([F:23])[CH:15]=1.CCN(C(C)C)C(C)C. The catalyst is C(#N)C. The product is [Br:13][C:14]1[CH:21]=[C:20]([F:22])[C:17]([CH2:18][NH:8][C:7]2[CH:9]=[C:3]([O:2][CH3:1])[CH:4]=[CH:5][C:6]=2[N+:10]([O-:12])=[O:11])=[C:16]([F:23])[CH:15]=1. The yield is 0.801. (4) The reactants are [F:1][C:2]1[CH:3]=[C:4]2[C:8](=[CH:9][CH:10]=1)[NH:7][C:6](=[O:11])[CH2:5]2.[Li+].C[Si]([N-][Si](C)(C)C)(C)C.C1COCC1.[OH:27][CH2:28][CH2:29][CH2:30][C:31]1[CH:39]=[C:38]2[C:34]([CH2:35][O:36][C:37]2=O)=[CH:33][CH:32]=1. The catalyst is C1COCC1. The product is [F:1][C:2]1[CH:3]=[C:4]2[C:8](=[CH:9][CH:10]=1)[NH:7][C:6](=[O:11])[C:5]2=[C:37]1[C:38]2[C:34](=[CH:33][CH:32]=[C:31]([CH2:30][CH2:29][CH2:28][OH:27])[CH:39]=2)[CH2:35][O:36]1. The yield is 0.480. (5) The reactants are [Cl:1][C:2]1[CH:7]=[CH:6][CH:5]=[C:4]([Cl:8])[C:3]=1[C:9]1[CH:19]=[C:18]([CH3:20])[C:12]2[N:13]=[C:14]([NH2:17])[N:15]=[N:16][C:11]=2[CH:10]=1.[C:21]([O:25][C:26]([N:28]1[CH2:33][CH2:32][N:31]([S:34]([C:37]2[CH:42]=[CH:41][C:40](Br)=[CH:39][CH:38]=2)(=[O:36])=[O:35])[CH2:30][CH2:29]1)=[O:27])([CH3:24])([CH3:23])[CH3:22].C(=O)([O-])[O-].[Cs+].[Cs+].C1(P(C2C=CC=CC=2)C2C3OC4C(=CC=CC=4P(C4C=CC=CC=4)C4C=CC=CC=4)C(C)(C)C=3C=CC=2)C=CC=CC=1. The catalyst is [Pd].[Pd].C(=CC(C=CC1C=CC=CC=1)=O)C1C=CC=CC=1.C(=CC(C=CC1C=CC=CC=1)=O)C1C=CC=CC=1.C(=CC(C=CC1C=CC=CC=1)=O)C1C=CC=CC=1. The product is [C:21]([O:25][C:26]([N:28]1[CH2:33][CH2:32][N:31]([S:34]([C:37]2[CH:42]=[CH:41][C:40]([NH:17][C:14]3[N:15]=[N:16][C:11]4[CH:10]=[C:9]([C:3]5[C:4]([Cl:8])=[CH:5][CH:6]=[CH:7][C:2]=5[Cl:1])[CH:19]=[C:18]([CH3:20])[C:12]=4[N:13]=3)=[CH:39][CH:38]=2)(=[O:36])=[O:35])[CH2:30][CH2:29]1)=[O:27])([CH3:24])([CH3:22])[CH3:23]. The yield is 0.440. (6) The reactants are [O:1]=[C:2]1[N:8]([O:9][CH2:10][CH:11]=[CH2:12])[CH:7]2[CH2:13][N:3]1[N:4]([CH2:18][C:19]([O:21]C(C)(C)C)=[O:20])[C:5]1[CH:17]=[CH:16][CH:15]=[CH:14][C:6]=12. The yield is 0.410. The catalyst is C(Cl)Cl.FC(F)(F)C(O)=O. The product is [O:1]=[C:2]1[N:8]([O:9][CH2:10][CH:11]=[CH2:12])[CH:7]2[CH2:13][N:3]1[N:4]([CH2:18][C:19]([OH:21])=[O:20])[C:5]1[CH:17]=[CH:16][CH:15]=[CH:14][C:6]=12. (7) The reactants are [C:1]1([NH:7][N:8]=[C:9]([C:12]#[N:13])[C:10]#[N:11])[CH:6]=[CH:5][CH:4]=[CH:3][CH:2]=1.NC1C=CC=CC=1.C(#N)CC#N.[C:26]([NH:34][NH2:35])(=[O:33])[C:27]1[CH:32]=[CH:31][CH:30]=[CH:29][CH:28]=1. No catalyst specified. The product is [NH2:11][C:10]1[C:9]([N:8]=[N:7][C:1]2[CH:2]=[CH:3][CH:4]=[CH:5][CH:6]=2)=[C:12]([NH2:13])[N:34]([C:26]([C:27]2[CH:32]=[CH:31][CH:30]=[CH:29][CH:28]=2)=[O:33])[N:35]=1. The yield is 0.130. (8) The reactants are [CH3:1][O:2][C:3]1[CH:8]=[C:7]([N:9]2[CH2:14][CH2:13][O:12][CH2:11][CH2:10]2)[CH:6]=[C:5]([N+:15]([O-])=O)[C:4]=1[NH:18][C:19](=O)[CH3:20]. The catalyst is CC(O)=O.[Fe]. The product is [CH3:1][O:2][C:3]1[C:4]2[N:18]=[C:19]([CH3:20])[NH:15][C:5]=2[CH:6]=[C:7]([N:9]2[CH2:14][CH2:13][O:12][CH2:11][CH2:10]2)[CH:8]=1. The yield is 1.00. (9) The reactants are C(OC([N:8]1[CH2:11][CH:10]([C:12]2[C:21]([C:22]3[CH:27]=[CH:26][CH:25]=[CH:24][CH:23]=3)=[CH:20][C:19]3[C:14](=[CH:15][CH:16]=[CH:17][CH:18]=3)[N:13]=2)[CH2:9]1)=O)(C)(C)C.[ClH:28].CO. No catalyst specified. The product is [ClH:28].[NH:8]1[CH2:9][CH:10]([C:12]2[C:21]([C:22]3[CH:27]=[CH:26][CH:25]=[CH:24][CH:23]=3)=[CH:20][C:19]3[C:14](=[CH:15][CH:16]=[CH:17][CH:18]=3)[N:13]=2)[CH2:11]1. The yield is 1.00.